Dataset: Catalyst prediction with 721,799 reactions and 888 catalyst types from USPTO. Task: Predict which catalyst facilitates the given reaction. (1) Reactant: [Cl:1][C:2]1[C:7]([C:8](Cl)=[O:9])=[C:6]([Cl:11])[N:5]=[CH:4][N:3]=1.[CH3:12][O:13][C:14](=[O:40])[CH2:15][C@H:16]1[CH2:21][CH2:20][C@H:19]([C:22]2[CH:27]=[CH:26][C:25]([NH:28][CH2:29][C@H:30]([O:32][Si:33]([C:36]([CH3:39])([CH3:38])[CH3:37])([CH3:35])[CH3:34])[CH3:31])=[CH:24][CH:23]=2)[CH2:18][CH2:17]1. Product: [CH3:12][O:13][C:14](=[O:40])[CH2:15][C@H:16]1[CH2:17][CH2:18][C@H:19]([C:22]2[CH:23]=[CH:24][C:25]([N:28]([CH2:29][C@H:30]([O:32][Si:33]([C:36]([CH3:39])([CH3:38])[CH3:37])([CH3:34])[CH3:35])[CH3:31])[C:8]([C:7]3[C:6]([Cl:11])=[N:5][CH:4]=[N:3][C:2]=3[Cl:1])=[O:9])=[CH:26][CH:27]=2)[CH2:20][CH2:21]1. The catalyst class is: 1. (2) Reactant: C(=O)([O-])[O-].[K+].[K+].[O:7]=[C:8]1[CH2:13][CH2:12][CH2:11][CH2:10][CH:9]1[C:14]([O:16][CH2:17][CH3:18])=[O:15].[CH2:19](I)[CH3:20]. Product: [CH2:19]([C:9]1([C:14]([O:16][CH2:17][CH3:18])=[O:15])[CH2:10][CH2:11][CH2:12][CH2:13][C:8]1=[O:7])[CH3:20]. The catalyst class is: 883. (3) The catalyst class is: 1. Reactant: [Br:1][C:2]1[C:10]2[C:5](=[N:6][CH:7]=[CH:8][CH:9]=2)[NH:4][CH:3]=1.[Li]CCCC.[S:16](Cl)([C:19]1[CH:25]=[CH:24][C:22]([CH3:23])=[CH:21][CH:20]=1)(=[O:18])=[O:17]. Product: [Br:1][C:2]1[C:10]2[C:5](=[N:6][CH:7]=[CH:8][CH:9]=2)[N:4]([S:16]([C:19]2[CH:25]=[CH:24][C:22]([CH3:23])=[CH:21][CH:20]=2)(=[O:18])=[O:17])[CH:3]=1. (4) Reactant: [NH2:1][C@@H:2]1[CH2:7][CH2:6][N:5]([CH2:8][C:9]2[CH:14]=[CH:13][CH:12]=[CH:11][CH:10]=2)[CH2:4][C@H:3]1[OH:15].Cl[C:17]1[C:18]2[CH:25]=[C:24]([CH2:26][C:27]([F:30])([F:29])[F:28])[S:23][C:19]=2[N:20]=[CH:21][N:22]=1.C(N(CC)C(C)C)(C)C. Product: [CH2:8]([N:5]1[CH2:6][CH2:7][C@@H:2]([NH:1][C:17]2[C:18]3[CH:25]=[C:24]([CH2:26][C:27]([F:30])([F:29])[F:28])[S:23][C:19]=3[N:20]=[CH:21][N:22]=2)[C@H:3]([OH:15])[CH2:4]1)[C:9]1[CH:10]=[CH:11][CH:12]=[CH:13][CH:14]=1. The catalyst class is: 32. (5) Reactant: [C:1]([N:9]1[CH2:14][CH2:13][N:12]([C:15]([O-])=O)[CH2:11][CH2:10]1)(=[O:8])[C:2]1[CH:7]=[CH:6][CH:5]=[CH:4][CH:3]=1.[Cl:18][C:19]1[CH:20]=[N:21][CH:22]=[C:23]([Cl:26])C=1Cl.C(N(CC)CC)C. Product: [Cl:18][C:19]1[CH:20]=[N:21][CH:22]=[C:23]([Cl:26])[C:15]=1[N:12]1[CH2:13][CH2:14][N:9]([C:1]([C:2]2[CH:7]=[CH:6][CH:5]=[CH:4][CH:3]=2)=[O:8])[CH2:10][CH2:11]1. The catalyst class is: 37.